From a dataset of Forward reaction prediction with 1.9M reactions from USPTO patents (1976-2016). Predict the product of the given reaction. Given the reactants ClS(C1C=CC(C(O)=O)=CC=1)(=O)=O.[Cl:14][C:15]1[CH:21]=[CH:20][C:18]([NH2:19])=[CH:17][C:16]=1[C:22]1[CH:27]=[CH:26][CH:25]=[CH:24][N:23]=1.[F:28][C:29]([F:45])([F:44])[CH2:30][NH:31][S:32]([C:35]1[CH:43]=[CH:42][C:38]([C:39](O)=[O:40])=[CH:37][CH:36]=1)(=[O:34])=[O:33], predict the reaction product. The product is: [Cl:14][C:15]1[CH:21]=[CH:20][C:18]([NH:19][C:39](=[O:40])[C:38]2[CH:42]=[CH:43][C:35]([S:32](=[O:33])(=[O:34])[NH:31][CH2:30][C:29]([F:28])([F:44])[F:45])=[CH:36][CH:37]=2)=[CH:17][C:16]=1[C:22]1[CH:27]=[CH:26][CH:25]=[CH:24][N:23]=1.